Dataset: Reaction yield outcomes from USPTO patents with 853,638 reactions. Task: Predict the reaction yield, written as a fraction of the theoretical maximum amount of product (1.0 means a 100% yield; for example, 0.34 means a 34% yield). The reactants are C([NH:6][C:7]1[CH:12]=[CH:11][C:10]([N+:13]([O-:15])=[O:14])=[CH:9][C:8]=1[C:16]#[C:17][C:18]([CH3:24])([CH3:23])[C:19]([O:21][CH3:22])=[O:20])(=O)CCC. The catalyst is C(#N)C. The product is [CH3:23][C:18]([C:17]1[NH:6][C:7]2[C:8]([CH:16]=1)=[CH:9][C:10]([N+:13]([O-:15])=[O:14])=[CH:11][CH:12]=2)([CH3:24])[C:19]([O:21][CH3:22])=[O:20]. The yield is 0.230.